This data is from Tyrosyl-DNA phosphodiesterase HTS with 341,365 compounds. The task is: Binary Classification. Given a drug SMILES string, predict its activity (active/inactive) in a high-throughput screening assay against a specified biological target. (1) The compound is S(=O)(=O)(N1CCN(CC1)C(=O)COC(=O)/C=C\c1cc(OC)c(O)cc1)c1c(cc(cc1)C)C. The result is 0 (inactive). (2) The drug is o1c(N2CCCCCC2)c(nc1c1c(OC)cccc1)C#N. The result is 0 (inactive). (3) The compound is O(CC(=O)N1CCN(CC1)C(=O)C)c1c(cccc1)C(=O)Nc1ccccc1. The result is 0 (inactive). (4) The result is 0 (inactive). The drug is O1C(CNCCOc2c(OC)cccc2OC)COc2c1cccc2. (5) The compound is S1CN(C2CCCC2)CN(Cc2ccc(OC)cc2)C1=S. The result is 0 (inactive).